This data is from Full USPTO retrosynthesis dataset with 1.9M reactions from patents (1976-2016). The task is: Predict the reactants needed to synthesize the given product. (1) Given the product [Br:1][C:2]1[CH:7]=[CH:6][C:5]([N:8]2[CH:22]=[CH:14][CH:15]=[N:9]2)=[CH:4][C:3]=1[O:10][CH3:11], predict the reactants needed to synthesize it. The reactants are: [Br:1][C:2]1[CH:7]=[CH:6][C:5]([NH:8][NH2:9])=[CH:4][C:3]=1[O:10][CH3:11].CO[CH:14]([CH3:22])[C:15](OC)(OC)OC. (2) Given the product [CH3:16][O:15][C:13]([CH:11]1[CH2:10][CH2:9][CH:8]([C:5]2[CH:4]=[CH:3][C:2]([F:1])=[CH:7][CH:6]=2)[N:12]1[S:30]([C:27]1[CH:28]=[CH:29][C:24]([CH3:34])=[CH:25][CH:26]=1)(=[O:32])=[O:31])=[O:14], predict the reactants needed to synthesize it. The reactants are: [F:1][C:2]1[CH:7]=[CH:6][C:5]([CH:8]2[NH:12][CH:11]([C:13]([O:15][CH3:16])=[O:14])[CH2:10][CH2:9]2)=[CH:4][CH:3]=1.C(N(CC)CC)C.[C:24]1([CH3:34])[CH:29]=[CH:28][C:27]([S:30](Cl)(=[O:32])=[O:31])=[CH:26][CH:25]=1.